From a dataset of Peptide-MHC class I binding affinity with 185,985 pairs from IEDB/IMGT. Regression. Given a peptide amino acid sequence and an MHC pseudo amino acid sequence, predict their binding affinity value. This is MHC class I binding data. (1) The peptide sequence is LMYALEPRK. The binding affinity (normalized) is 0.632. The MHC is HLA-A11:01 with pseudo-sequence HLA-A11:01. (2) The peptide sequence is EMKTDAATLA. The MHC is HLA-B15:01 with pseudo-sequence HLA-B15:01. The binding affinity (normalized) is 0.331. (3) The peptide sequence is YAYEPGSVM. The MHC is HLA-B08:01 with pseudo-sequence HLA-B08:01. The binding affinity (normalized) is 0.0847. (4) The peptide sequence is FLRGRAYGL. The MHC is HLA-A26:01 with pseudo-sequence HLA-A26:01. The binding affinity (normalized) is 0. (5) The peptide sequence is IQAGVDRFY. The MHC is HLA-A01:01 with pseudo-sequence HLA-A01:01. The binding affinity (normalized) is 0.0847. (6) The peptide sequence is YLCPVLVFV. The MHC is HLA-A02:01 with pseudo-sequence HLA-A02:01. The binding affinity (normalized) is 0.792. (7) The peptide sequence is LIGLIIPPL. The MHC is HLA-A02:02 with pseudo-sequence HLA-A02:02. The binding affinity (normalized) is 0.384. (8) The peptide sequence is DTVTYKCPL. The binding affinity (normalized) is 0.340. The MHC is HLA-A26:01 with pseudo-sequence HLA-A26:01. (9) The peptide sequence is RCNKSETDRW. The MHC is Mamu-B52 with pseudo-sequence Mamu-B52. The binding affinity (normalized) is 0.292. (10) The peptide sequence is SEHFSLLFL. The MHC is HLA-A30:01 with pseudo-sequence HLA-A30:01. The binding affinity (normalized) is 0.0847.